The task is: Predict the reactants needed to synthesize the given product.. This data is from Full USPTO retrosynthesis dataset with 1.9M reactions from patents (1976-2016). (1) The reactants are: C([O:4][C@@:5]1([CH2:40][CH3:41])[C:37]2[CH:36]=[C:35]3[N:11]([CH2:12][C:13]4[C:14]3=[N:15][C:16]3[C:17]5[C:18]=4[N:19]([CH2:30][CH2:31][CH2:32][CH2:33][CH3:34])[C:20]([C:26]([F:29])([F:28])[F:27])=[N:21][C:22]=5[CH:23]=[CH:24][CH:25]=3)[C:10](=[O:38])[C:9]=2[CH2:8][O:7][C:6]1=[O:39])(=O)C.NN.Cl. Given the product [CH2:40]([C@:5]1([OH:4])[C:37]2[CH:36]=[C:35]3[N:11]([CH2:12][C:13]4[C:14]3=[N:15][C:16]3[C:17]5[C:18]=4[N:19]([CH2:30][CH2:31][CH2:32][CH2:33][CH3:34])[C:20]([C:26]([F:29])([F:28])[F:27])=[N:21][C:22]=5[CH:23]=[CH:24][CH:25]=3)[C:10](=[O:38])[C:9]=2[CH2:8][O:7][C:6]1=[O:39])[CH3:41], predict the reactants needed to synthesize it. (2) Given the product [Cl:1][C:2]1[C:3]([C:8]2[CH:9]=[CH:10][C:11]([C:12]([NH:29][C:28]3[CH:30]=[CH:31][C:25]([C:24]([F:23])([F:32])[F:33])=[CH:26][CH:27]=3)=[O:14])=[CH:15][CH:16]=2)=[N:4][CH:5]=[CH:6][CH:7]=1, predict the reactants needed to synthesize it. The reactants are: [Cl:1][C:2]1[C:3]([C:8]2[CH:16]=[CH:15][C:11]([C:12]([OH:14])=O)=[CH:10][CH:9]=2)=[N:4][CH:5]=[CH:6][CH:7]=1.C(Cl)(=O)C(Cl)=O.[F:23][C:24]([F:33])([F:32])[C:25]1[CH:31]=[CH:30][C:28]([NH2:29])=[CH:27][CH:26]=1.C(N(CC)CC)C.C([O-])([O-])=O.[Na+].[Na+]. (3) Given the product [CH:20]1([NH:25][C:26]2[N:17]3[N:16]=[CH:15][C:14]([C:18]#[N:19])=[C:13]3[NH:12][C:4]=2[C:3]2[CH:6]=[CH:7][C:8]([O:10][CH3:11])=[CH:9][C:2]=2[F:1])[CH2:24][CH2:23][CH2:22][CH2:21]1, predict the reactants needed to synthesize it. The reactants are: [F:1][C:2]1[CH:9]=[C:8]([O:10][CH3:11])[CH:7]=[CH:6][C:3]=1[CH:4]=O.[NH2:12][C:13]1[NH:17][N:16]=[CH:15][C:14]=1[C:18]#[N:19].[CH:20]1([N+:25]#[C-:26])[CH2:24][CH2:23][CH2:22][CH2:21]1.Cl(O)(=O)(=O)=O. (4) Given the product [Cl:17][C:16]1[C:11]2[B:12]([OH:15])[O:13][CH2:14][C:10]=2[C:9]([CH3:18])=[CH:8][C:7]=1[O:6][CH2:5][C:2]([NH:1][C:27](=[O:28])[C:26]1[CH:30]=[CH:31][C:23]([O:22][C:21]([F:20])([F:32])[F:33])=[CH:24][CH:25]=1)([C:3]#[N:4])[CH3:19], predict the reactants needed to synthesize it. The reactants are: [NH2:1][C:2]([CH3:19])([CH2:5][O:6][C:7]1[CH:8]=[C:9]([CH3:18])[C:10]2[CH2:14][O:13][B:12]([OH:15])[C:11]=2[C:16]=1[Cl:17])[C:3]#[N:4].[F:20][C:21]([F:33])([F:32])[O:22][C:23]1[CH:31]=[CH:30][C:26]([C:27](O)=[O:28])=[CH:25][CH:24]=1.CN(C(ON1N=NC2C=CC=NC1=2)=[N+](C)C)C.F[P-](F)(F)(F)(F)F.CCN(C(C)C)C(C)C.